Dataset: NCI-60 drug combinations with 297,098 pairs across 59 cell lines. Task: Regression. Given two drug SMILES strings and cell line genomic features, predict the synergy score measuring deviation from expected non-interaction effect. (1) Drug 1: CN(C)N=NC1=C(NC=N1)C(=O)N. Drug 2: CC1C(C(CC(O1)OC2CC(CC3=C2C(=C4C(=C3O)C(=O)C5=C(C4=O)C(=CC=C5)OC)O)(C(=O)CO)O)N)O.Cl. Cell line: CCRF-CEM. Synergy scores: CSS=51.6, Synergy_ZIP=-6.70, Synergy_Bliss=-7.03, Synergy_Loewe=-3.51, Synergy_HSA=-1.52. (2) Drug 1: CS(=O)(=O)C1=CC(=C(C=C1)C(=O)NC2=CC(=C(C=C2)Cl)C3=CC=CC=N3)Cl. Drug 2: C1=CC=C(C(=C1)C(C2=CC=C(C=C2)Cl)C(Cl)Cl)Cl. Cell line: KM12. Synergy scores: CSS=33.3, Synergy_ZIP=10.5, Synergy_Bliss=12.6, Synergy_Loewe=6.74, Synergy_HSA=13.4. (3) Drug 1: C1CN1P(=S)(N2CC2)N3CC3. Drug 2: C1CC(=O)NC(=O)C1N2C(=O)C3=CC=CC=C3C2=O. Cell line: SF-295. Synergy scores: CSS=9.97, Synergy_ZIP=-7.80, Synergy_Bliss=-2.04, Synergy_Loewe=-18.1, Synergy_HSA=-3.73.